This data is from Reaction yield outcomes from USPTO patents with 853,638 reactions. The task is: Predict the reaction yield, written as a fraction of the theoretical maximum amount of product (1.0 means a 100% yield; for example, 0.34 means a 34% yield). (1) The reactants are [Br:1][C:2]1[CH:11]=[C:10]2[C:5]([CH:6]=[CH:7][C:8]([C:12]([OH:14])=O)=[N:9]2)=[N:4][CH:3]=1.[NH2:15][C:16]1[CH:17]=[N:18][CH:19]=[CH:20][C:21]=1[N:22]1[CH2:27][C@H:26]([CH3:28])[CH2:25][C@H:24]([NH:29]C(=O)OC(C)(C)C)[CH2:23]1.CCN(C(C)C)C(C)C.CN(C(ON1N=NC2C=CC=NC1=2)=[N+](C)C)C.F[P-](F)(F)(F)(F)F.C(O)(C(F)(F)F)=O. The catalyst is CN(C=O)C. The product is [NH2:29][C@H:24]1[CH2:25][C@@H:26]([CH3:28])[CH2:27][N:22]([C:21]2[CH:20]=[CH:19][N:18]=[CH:17][C:16]=2[NH:15][C:12]([C:8]2[CH:7]=[CH:6][C:5]3[C:10](=[CH:11][C:2]([Br:1])=[CH:3][N:4]=3)[N:9]=2)=[O:14])[CH2:23]1. The yield is 0.740. (2) The reactants are [C:1]([O:5][CH3:6])(=[O:4])[CH2:2][SH:3].N1CCCCC1.[C:13]([O:18][C:19]([CH3:22])([CH3:21])[CH3:20])(=[O:17])/[CH:14]=[CH:15]/[CH3:16]. No catalyst specified. The product is [CH3:6][O:5][C:1](=[O:4])[CH2:2][S:3][CH:15]([CH3:16])[CH2:14][C:13]([O:18][C:19]([CH3:22])([CH3:21])[CH3:20])=[O:17]. The yield is 0.920. (3) The reactants are Cl[CH2:2][C:3]1[S:7][C:6]([C:8]2[NH:9][C:10]3[C:15]([CH:16]=2)=[C:14]([CH3:17])[CH:13]=[CH:12][C:11]=3[N:18]([CH3:27])[S:19]([C:22]2[S:23][CH:24]=[CH:25][CH:26]=2)(=[O:21])=[O:20])=[N:5][CH:4]=1.[NH:28]1[CH2:32][CH2:31][CH:30]([OH:33])[CH2:29]1.C(=O)([O-])[O-].[K+].[K+].O. The catalyst is CN(C)C=O. The product is [OH:33][CH:30]1[CH2:31][CH2:32][N:28]([CH2:2][C:3]2[S:7][C:6]([C:8]3[NH:9][C:10]4[C:15]([CH:16]=3)=[C:14]([CH3:17])[CH:13]=[CH:12][C:11]=4[N:18]([CH3:27])[S:19]([C:22]3[S:23][CH:24]=[CH:25][CH:26]=3)(=[O:21])=[O:20])=[N:5][CH:4]=2)[CH2:29]1. The yield is 0.590. (4) The reactants are [I:1][C:2]1[C:10]2[C:5](=[CH:6][CH:7]=[C:8]([O:11][CH3:12])[CH:9]=2)[NH:4][N:3]=1.[CH3:13]C([O-])(C)C.[K+].CI. The catalyst is C1COCC1. The product is [I:1][C:2]1[C:10]2[C:5](=[CH:6][CH:7]=[C:8]([O:11][CH3:12])[CH:9]=2)[N:4]([CH3:13])[N:3]=1. The yield is 0.764. (5) The product is [CH3:1][O:2][CH:3]([O:17][CH3:18])[C:4]1[CH:5]=[C:6]([CH:12]=[CH:13][C:14]=1[O:15][CH3:16])[C:7]([OH:9])=[O:8]. The yield is 0.550. The catalyst is CO. The reactants are [CH3:1][O:2][CH:3]([O:17][CH3:18])[C:4]1[CH:5]=[C:6]([CH:12]=[CH:13][C:14]=1[O:15][CH3:16])[C:7]([O:9]CC)=[O:8].[OH-].[K+].Cl.